Dataset: Peptide-MHC class I binding affinity with 185,985 pairs from IEDB/IMGT. Task: Regression. Given a peptide amino acid sequence and an MHC pseudo amino acid sequence, predict their binding affinity value. This is MHC class I binding data. (1) The peptide sequence is WVWDTWPLA. The MHC is HLA-A03:01 with pseudo-sequence HLA-A03:01. The binding affinity (normalized) is 0.0847. (2) The MHC is HLA-A31:01 with pseudo-sequence HLA-A31:01. The peptide sequence is VLDMGDPVK. The binding affinity (normalized) is 0.0847. (3) The peptide sequence is IMATIQRKY. The MHC is HLA-A26:01 with pseudo-sequence HLA-A26:01. The binding affinity (normalized) is 0.0261. (4) The peptide sequence is QLKSRAAVL. The MHC is HLA-B08:01 with pseudo-sequence HLA-B08:01. The binding affinity (normalized) is 0.674. (5) The peptide sequence is SIAMLKSKNI. The MHC is HLA-A02:02 with pseudo-sequence HLA-A02:02. The binding affinity (normalized) is 0.353. (6) The peptide sequence is FWITAIYVF. The MHC is HLA-A01:01 with pseudo-sequence HLA-A01:01. The binding affinity (normalized) is 0.404. (7) The peptide sequence is DAIKSNNHLT. The MHC is HLA-A02:06 with pseudo-sequence HLA-A02:06. The binding affinity (normalized) is 0. (8) The peptide sequence is SSYRMGINK. The MHC is HLA-B39:01 with pseudo-sequence HLA-B39:01. The binding affinity (normalized) is 0.0847.